This data is from Peptide-MHC class II binding affinity with 134,281 pairs from IEDB. The task is: Regression. Given a peptide amino acid sequence and an MHC pseudo amino acid sequence, predict their binding affinity value. This is MHC class II binding data. (1) The peptide sequence is EGKVVQYENLKYTVI. The MHC is DRB1_0405 with pseudo-sequence DRB1_0405. The binding affinity (normalized) is 0.584. (2) The peptide sequence is GFPVRPQVPLRPMTYKGAFDL. The MHC is DRB1_1602 with pseudo-sequence DRB1_1602. The binding affinity (normalized) is 0.311. (3) The peptide sequence is KLGEVSWEEEAEISG. The MHC is DRB1_0701 with pseudo-sequence DRB1_0701. The binding affinity (normalized) is 0.